From a dataset of Full USPTO retrosynthesis dataset with 1.9M reactions from patents (1976-2016). Predict the reactants needed to synthesize the given product. (1) Given the product [CH3:1][N:2]([CH2:4][C:5]1[C:13]2[O:12][N:11]=[C:10]([CH2:14][CH2:15][CH:16]3[CH2:21][CH2:20][N:19]([CH2:37][C:27]4[C:36]5[C:31](=[CH:32][CH:33]=[CH:34][CH:35]=5)[CH:30]=[CH:29][CH:28]=4)[CH2:18][CH2:17]3)[C:9]=2[CH:8]=[CH:7][C:6]=1[O:22][CH2:23][CH:24]1[CH2:25][CH2:26]1)[CH3:3], predict the reactants needed to synthesize it. The reactants are: [CH3:1][N:2]([CH2:4][C:5]1[C:13]2[O:12][N:11]=[C:10]([CH2:14][CH2:15][CH:16]3[CH2:21][CH2:20][NH:19][CH2:18][CH2:17]3)[C:9]=2[CH:8]=[CH:7][C:6]=1[O:22][CH2:23][CH:24]1[CH2:26][CH2:25]1)[CH3:3].[C:27]1([CH:37]=O)[C:36]2[C:31](=[CH:32][CH:33]=[CH:34][CH:35]=2)[CH:30]=[CH:29][CH:28]=1.C(O[BH-](OC(=O)C)OC(=O)C)(=O)C.[Na+].Cl. (2) Given the product [CH3:23][O:24][C:25](=[O:33])[CH2:26][CH2:27][CH2:28][S:29](=[O:31])(=[O:32])[NH:30][C:19](=[O:20])[CH2:18][O:17][C:12]1[CH:13]=[CH:14][CH:15]=[C:16]2[C:11]=1[CH:10]=[C:9]([CH3:22])[N:8]2[CH2:1][C:2]1[CH:7]=[CH:6][CH:5]=[CH:4][CH:3]=1, predict the reactants needed to synthesize it. The reactants are: [CH2:1]([N:8]1[C:16]2[C:11](=[C:12]([O:17][CH2:18][C:19](O)=[O:20])[CH:13]=[CH:14][CH:15]=2)[CH:10]=[C:9]1[CH3:22])[C:2]1[CH:7]=[CH:6][CH:5]=[CH:4][CH:3]=1.[CH3:23][O:24][C:25](=[O:33])[CH2:26][CH2:27][CH2:28][S:29](=[O:32])(=[O:31])[NH2:30].CCN=C=NCCCN(C)C. (3) Given the product [O:2]=[C:3]1[CH2:7][CH:6]([CH2:8][CH2:9][CH3:10])[CH2:5][N:4]1[CH2:11][C:12]1[N:16]([CH2:17][C:18]([OH:20])=[O:19])[CH:15]=[N:14][CH:13]=1, predict the reactants needed to synthesize it. The reactants are: Cl.[O:2]=[C:3]1[CH2:7][CH:6]([CH2:8][CH2:9][CH3:10])[CH2:5][N:4]1[CH2:11][C:12]1[N:16]([CH2:17][C:18]([O:20]CC)=[O:19])[CH:15]=[N:14][CH:13]=1. (4) Given the product [NH2:4][C:5]1[C:9]([Cl:10])=[CH:8][S:7][C:6]=1[C:11]([O:13][CH3:14])=[O:12], predict the reactants needed to synthesize it. The reactants are: C([NH:4][C:5]1[C:9]([Cl:10])=[CH:8][S:7][C:6]=1[C:11]([O:13][CH3:14])=[O:12])(=O)C. (5) Given the product [Br:22][C:23]1[CH:28]=[C:27]([N:14]2[C:15]3[C:11](=[CH:10][C:9]([C:7]4[CH:6]=[N:5][N:4]([CH2:3][CH2:2][OH:1])[CH:8]=4)=[CH:17][CH:16]=3)[C:12]([C:18]([O:20][CH3:21])=[O:19])=[N:13]2)[CH:26]=[CH:25][CH:24]=1, predict the reactants needed to synthesize it. The reactants are: [OH:1][CH2:2][CH2:3][N:4]1[CH:8]=[C:7]([C:9]2[CH:10]=[C:11]3[C:15](=[CH:16][CH:17]=2)[NH:14][N:13]=[C:12]3[C:18]([O:20][CH3:21])=[O:19])[CH:6]=[N:5]1.[Br:22][C:23]1[CH:24]=[C:25](B(O)O)[CH:26]=[CH:27][CH:28]=1. (6) Given the product [CH2:19]([C:27]1[CH:28]=[CH:29][C:30]([NH:33][C:34]([NH:18][C:10]2[CH:9]=[CH:8][C:13]([S:14]([NH2:17])(=[O:15])=[O:16])=[CH:12][CH:11]=2)=[O:35])=[CH:31][CH:32]=1)[CH2:20][CH2:21][CH2:22][CH2:23][CH2:24][CH2:25][CH3:26], predict the reactants needed to synthesize it. The reactants are: NC1C=CC([C:8]2[C:13]([S:14]([NH2:17])(=[O:16])=[O:15])=[CH:12][CH:11]=[C:10]([NH2:18])[CH:9]=2)=CC=1.[CH2:19]([C:27]1[CH:32]=[CH:31][C:30]([N:33]=[C:34]=[O:35])=[CH:29][CH:28]=1)[CH2:20][CH2:21][CH2:22][CH2:23][CH2:24][CH2:25][CH3:26].[K+].[Br-].NC(N)=O. (7) Given the product [CH3:12][N:13]1[C:7]([OH:9])=[C:3]2[CH2:4][CH2:5][CH2:6][C:2]2=[N:14]1, predict the reactants needed to synthesize it. The reactants are: O=[C:2]1[CH2:6][CH2:5][CH2:4][CH:3]1[C:7]([O:9]CC)=O.[CH3:12][NH:13][NH2:14]. (8) Given the product [CH3:36][N:37]1[CH2:38][CH2:39][N:40]([C:43]2[CH:48]=[N:47][CH:46]=[C:45]([NH2:49])[N:44]=2)[CH2:41][CH2:42]1.[CH3:34][S:31]([C:28]1[CH:29]=[CH:30][C:25]([C:21]2[C:20]3[N:19]([N:18]=[C:17]([NH:49][C:45]4[N:44]=[C:43]([N:40]5[CH2:41][CH2:42][N:37]([CH3:36])[CH2:38][CH2:39]5)[CH:48]=[N:47][CH:46]=4)[N:35]=3)[CH:24]=[CH:23][CH:22]=2)=[CH:26][CH:27]=1)(=[O:33])=[O:32], predict the reactants needed to synthesize it. The reactants are: ClC1N=C(N)C=NC=1.CN1CCNCC1.Cl[C:17]1[N:35]=[C:20]2[C:21]([C:25]3[CH:30]=[CH:29][C:28]([S:31]([CH3:34])(=[O:33])=[O:32])=[CH:27][CH:26]=3)=[CH:22][CH:23]=[CH:24][N:19]2[N:18]=1.[CH3:36][N:37]1[CH2:42][CH2:41][N:40]([C:43]2[CH:48]=[N:47][CH:46]=[C:45]([NH2:49])[N:44]=2)[CH2:39][CH2:38]1. (9) Given the product [CH2:1]([O:8][C:9]1[CH:18]=[CH:17][CH:16]=[C:15]2[C:10]=1[CH2:11][CH2:12][CH2:13][CH:14]2[C:19]([N:21]([CH2:22][C:23]1[CH:24]=[N:25][N:26]([CH2:43][C:40]2[S:39][C:38]([Cl:37])=[CH:42][CH:41]=2)[CH:27]=1)[C:28]1[CH:29]=[N:30][C:31]([CH:34]([CH3:36])[CH3:35])=[CH:32][CH:33]=1)=[O:20])[C:2]1[CH:7]=[CH:6][CH:5]=[CH:4][CH:3]=1, predict the reactants needed to synthesize it. The reactants are: [CH2:1]([O:8][C:9]1[CH:18]=[CH:17][CH:16]=[C:15]2[C:10]=1[CH2:11][CH2:12][CH2:13][CH:14]2[C:19]([N:21]([C:28]1[CH:29]=[N:30][C:31]([CH:34]([CH3:36])[CH3:35])=[CH:32][CH:33]=1)[CH2:22][C:23]1[CH:24]=[N:25][NH:26][CH:27]=1)=[O:20])[C:2]1[CH:7]=[CH:6][CH:5]=[CH:4][CH:3]=1.[Cl:37][C:38]1[S:39][C:40]([CH2:43]Cl)=[CH:41][CH:42]=1.